Dataset: Reaction yield outcomes from USPTO patents with 853,638 reactions. Task: Predict the reaction yield, written as a fraction of the theoretical maximum amount of product (1.0 means a 100% yield; for example, 0.34 means a 34% yield). (1) The reactants are [C:1]([O:5][C:6]([N:8]1[C:17]2[C:12](=[CH:13][C:14]([C:18]3[CH:23]=[CH:22][CH:21]=[CH:20][CH:19]=3)=[CH:15][CH:16]=2)[C:11]([CH2:24]Br)=[CH:10][C:9]1([CH3:27])[CH3:26])=[O:7])([CH3:4])([CH3:3])[CH3:2].[CH3:28][Mg+].[Br-]. The catalyst is CCOCC.[Cu]I. The product is [C:1]([O:5][C:6]([N:8]1[C:17]2[C:12](=[CH:13][C:14]([C:18]3[CH:23]=[CH:22][CH:21]=[CH:20][CH:19]=3)=[CH:15][CH:16]=2)[C:11]([CH2:24][CH3:28])=[CH:10][C:9]1([CH3:27])[CH3:26])=[O:7])([CH3:4])([CH3:3])[CH3:2]. The yield is 0.910. (2) The reactants are [Br:1][C:2]1[CH:3]=[C:4]([CH2:13][C@@H:14]([CH2:19][C:20]([O:22][CH3:23])=[O:21])[C:15]([O:17]C)=O)[C:5]([CH2:11]Cl)=[C:6]2[C:10]=1[NH:9][N:8]=[CH:7]2.C(=O)([O-])[O-].[K+].[K+].[NH2:30][CH2:31][CH:32]1[CH2:34][CH2:33]1. The catalyst is C(#N)C. The product is [CH3:23][O:22][C:20](=[O:21])[CH2:19][C@H:14]1[C:15](=[O:17])[N:30]([CH2:31][CH:32]2[CH2:34][CH2:33]2)[CH2:11][C:5]2[C:6]3[CH:7]=[N:8][NH:9][C:10]=3[C:2]([Br:1])=[CH:3][C:4]=2[CH2:13]1. The yield is 0.640. (3) The reactants are Cl[C:2](Cl)([O:4]C(=O)OC(Cl)(Cl)Cl)Cl.[F:13][C:14]([F:22])([F:21])[CH:15]([OH:20])[C:16]([F:19])([F:18])[F:17].C(N(CC)C(C)C)(C)C.[N:32]1([CH2:38][C:39]2[CH:44]=[CH:43][C:42]([N:45]3[CH2:50][CH2:49][O:48][CH2:47][CH2:46]3)=[CH:41][C:40]=2[O:51][C:52]([F:55])([F:54])[F:53])[CH2:37][CH2:36][NH:35][CH2:34][CH2:33]1. The catalyst is ClCCl.O. The product is [N:45]1([C:42]2[CH:43]=[CH:44][C:39]([CH2:38][N:32]3[CH2:37][CH2:36][N:35]([C:2]([O:20][CH:15]([C:16]([F:19])([F:18])[F:17])[C:14]([F:22])([F:21])[F:13])=[O:4])[CH2:34][CH2:33]3)=[C:40]([O:51][C:52]([F:54])([F:55])[F:53])[CH:41]=2)[CH2:46][CH2:47][O:48][CH2:49][CH2:50]1. The yield is 0.590. (4) The reactants are [H-].[Na+].[Br:3][C:4]1[NH:5][C:6]2[C:11]([C:12]=1[CH:13]1[CH2:18][CH2:17][CH2:16][CH2:15][CH2:14]1)=[CH:10][CH:9]=[C:8]([C:19]([O:21][CH3:22])=[O:20])[CH:7]=2.N1C2C(=CC=C(C(OC)=O)C=2)C=C1.Br[CH2:37][C:38]([O:40][C:41]([CH3:44])([CH3:43])[CH3:42])=[O:39]. The catalyst is CN(C=O)C. The product is [Br:3][C:4]1[N:5]([CH2:37][C:38]([O:40][C:41]([CH3:44])([CH3:43])[CH3:42])=[O:39])[C:6]2[C:11]([C:12]=1[CH:13]1[CH2:18][CH2:17][CH2:16][CH2:15][CH2:14]1)=[CH:10][CH:9]=[C:8]([C:19]([O:21][CH3:22])=[O:20])[CH:7]=2. The yield is 0.900. (5) The reactants are Cl[C:2]1[CH:3]=[C:4]([CH3:8])[CH:5]=[CH:6][CH:7]=1.[CH2:9]([NH:13][CH2:14][CH2:15][CH2:16][CH3:17])[CH2:10][CH2:11][CH3:12].CC(C)([O-])C.[Na+]. The catalyst is C1(C)C=CC=CC=1.CC([O-])=O.CC([O-])=O.[Pd+2]. The product is [CH2:9]([N:13]([CH2:14][CH2:15][CH2:16][CH3:17])[C:2]1[CH:7]=[CH:6][CH:5]=[C:4]([CH3:8])[CH:3]=1)[CH2:10][CH2:11][CH3:12]. The yield is 0.940. (6) The reactants are Br[CH2:2][C:3]([O:5][CH2:6][CH3:7])=[O:4].C([O-])([O-])=O.[Cs+].[Cs+].[CH3:14][C:15]1[CH:20]=[C:19]([CH3:21])[CH:18]=[CH:17][C:16]=1[CH:22]([C:43]1[CH:48]=[CH:47][CH:46]=[CH:45][CH:44]=1)[NH:23][C:24](=[O:42])[CH2:25][C:26]1[CH:31]=[CH:30][C:29]([CH:32]([OH:41])[CH2:33][C:34]2[C:35]([CH3:40])=[N:36][CH:37]=[CH:38][CH:39]=2)=[CH:28][CH:27]=1. The catalyst is CC#N.O. The product is [CH3:14][C:15]1[CH:20]=[C:19]([CH3:21])[CH:18]=[CH:17][C:16]=1[CH:22]([NH:23][C:24](=[O:42])[CH2:25][C:26]1[CH:31]=[CH:30][C:29]([CH:32]([O:41][CH2:2][C:3]([O:5][CH2:6][CH3:7])=[O:4])[CH2:33][C:34]2[C:35]([CH3:40])=[N:36][CH:37]=[CH:38][CH:39]=2)=[CH:28][CH:27]=1)[C:43]1[CH:44]=[CH:45][CH:46]=[CH:47][CH:48]=1. The yield is 1.00.